From a dataset of Forward reaction prediction with 1.9M reactions from USPTO patents (1976-2016). Predict the product of the given reaction. (1) The product is: [C:20]([CH2:19][CH2:18][CH2:17][O:15][C:6]1[C:7]2[CH:14]=[CH:13][C:11](=[O:12])[O:10][C:8]=2[CH:9]=[C:4]2[O:3][CH:2]=[CH:1][C:5]=12)#[N:21]. Given the reactants [CH:1]1[C:5]2=[C:6]([OH:15])[C:7]3[CH:14]=[CH:13][C:11](=[O:12])[O:10][C:8]=3[CH:9]=[C:4]2[O:3][CH:2]=1.Cl[CH2:17][CH2:18][CH2:19][C:20]#[N:21].C(=O)([O-])[O-].[K+].[K+].[I-].[K+], predict the reaction product. (2) Given the reactants [CH3:1][C@@H:2]([NH:6][CH2:7][C:8]1[S:12][C:11](B(O)O)=[CH:10][CH:9]=1)[CH:3]([CH3:5])[CH3:4].Br[C:17]1[CH:18]=[C:19]2[C:23](=[C:24]([C:26]([NH2:28])=[O:27])[CH:25]=1)[NH:22][CH:21]=[C:20]2[CH:29]1[CH2:34][CH2:33][N:32]([S:35]([CH2:38][CH3:39])(=[O:37])=[O:36])[CH2:31][CH2:30]1.C([O-])([O-])=O.[K+].[K+], predict the reaction product. The product is: [CH3:1][C@@H:2]([NH:6][CH2:7][C:8]1[S:12][C:11]([C:17]2[CH:18]=[C:19]3[C:23](=[C:24]([C:26]([NH2:28])=[O:27])[CH:25]=2)[NH:22][CH:21]=[C:20]3[CH:29]2[CH2:30][CH2:31][N:32]([S:35]([CH2:38][CH3:39])(=[O:36])=[O:37])[CH2:33][CH2:34]2)=[CH:10][CH:9]=1)[CH:3]([CH3:5])[CH3:4]. (3) Given the reactants [NH2:1][C:2]1[C:17]2[CH2:16][CH:15]=[CH:14][CH2:13][CH2:12][C:11]3[CH:18]=[C:19]([CH3:24])[N:20]=[C:21]([O:22][CH3:23])[C:10]=3[CH2:9][NH:8][C:7](=[O:25])[C:6]=2[CH:5]=[CH:4][CH:3]=1.O=[C:27]1[CH2:40][C:29]2([CH2:32][N:31]([C:33]([O:35][C:36]([CH3:39])([CH3:38])[CH3:37])=[O:34])[CH2:30]2)[CH2:28]1.[CH3:41][C:42](O)=O.[BH-](OC(C)=O)(OC(C)=O)OC(C)=O.[Na+].C(=O)C.C([O-])(O)=O.[Na+], predict the reaction product. The product is: [CH2:41]([N:1]([C:2]1[C:17]2[CH2:16][CH:15]=[CH:14][CH2:13][CH2:12][C:11]3[CH:18]=[C:19]([CH3:24])[N:20]=[C:21]([O:22][CH3:23])[C:10]=3[CH2:9][NH:8][C:7](=[O:25])[C:6]=2[CH:5]=[CH:4][CH:3]=1)[CH:27]1[CH2:40][C:29]2([CH2:32][N:31]([C:33]([O:35][C:36]([CH3:39])([CH3:38])[CH3:37])=[O:34])[CH2:30]2)[CH2:28]1)[CH3:42].